From a dataset of Forward reaction prediction with 1.9M reactions from USPTO patents (1976-2016). Predict the product of the given reaction. (1) Given the reactants [NH:1]1[CH2:6][CH2:5][CH:4]([O:7][C:8]2[CH:17]=[C:16]3[C:11]([CH:12]=[N:13][C:14]([NH:18][C:19]4[CH:24]=[CH:23][CH:22]=[C:21]([C:25]([F:28])([F:27])[F:26])[CH:20]=4)=[N:15]3)=[CH:10][CH:9]=2)[CH2:3][CH2:2]1.[CH3:29][C:30]([CH3:32])=O.C(O[BH-](OC(=O)C)OC(=O)C)(=O)C.[Na+], predict the reaction product. The product is: [CH:30]([N:1]1[CH2:6][CH2:5][CH:4]([O:7][C:8]2[CH:17]=[C:16]3[C:11]([CH:12]=[N:13][C:14]([NH:18][C:19]4[CH:24]=[CH:23][CH:22]=[C:21]([C:25]([F:28])([F:27])[F:26])[CH:20]=4)=[N:15]3)=[CH:10][CH:9]=2)[CH2:3][CH2:2]1)([CH3:32])[CH3:29]. (2) Given the reactants [F:1][C:2]([F:17])([F:16])[C:3]1[CH:4]=[C:5]([C@@H:13]([OH:15])[CH3:14])[CH:6]=[C:7]([C:9]([F:12])([F:11])[F:10])[CH:8]=1.C1CCN2C(=NCCC2)CC1.[Cl:29][C:30]([Cl:34])([Cl:33])[C:31]#[N:32], predict the reaction product. The product is: [Cl:29][C:30]([Cl:34])([Cl:33])[C:31](=[NH:32])[O:15][C@H:13]([C:5]1[CH:4]=[C:3]([C:2]([F:16])([F:17])[F:1])[CH:8]=[C:7]([C:9]([F:10])([F:11])[F:12])[CH:6]=1)[CH3:14].